The task is: Predict the reactants needed to synthesize the given product.. This data is from Full USPTO retrosynthesis dataset with 1.9M reactions from patents (1976-2016). Given the product [CH3:17][O:16][C:13]1[CH:12]=[CH:11][C:10]([CH2:9][N:8]2[C:6](=[O:7])[CH:5]([C:4]([O:3][CH3:1])=[O:36])[C:32](=[O:34])[C:19]3([CH2:20][CH2:21][N:22]([C:25]([O:27][C:28]([CH3:29])([CH3:31])[CH3:30])=[O:26])[CH2:23][CH2:24]3)[CH2:18]2)=[CH:15][CH:14]=1, predict the reactants needed to synthesize it. The reactants are: [CH2:1]([O:3][C:4](=[O:36])[CH2:5][C:6]([N:8]([CH2:18][C:19]1([C:32]([O:34]C)=O)[CH2:24][CH2:23][N:22]([C:25]([O:27][C:28]([CH3:31])([CH3:30])[CH3:29])=[O:26])[CH2:21][CH2:20]1)[CH2:9][C:10]1[CH:15]=[CH:14][C:13]([O:16][CH3:17])=[CH:12][CH:11]=1)=[O:7])C.C[O-].[Na+].